Task: Predict the product of the given reaction.. Dataset: Forward reaction prediction with 1.9M reactions from USPTO patents (1976-2016) Given the reactants [OH:1][C:2]1[CH:3]=[C:4]2[C:9](=[C:10]([N+:12]([O-:14])=[O:13])[CH:11]=1)[N:8]=[CH:7][CH:6]=[CH:5]2.[CH2:15](Br)[CH3:16].C([O-])([O-])=O.[K+].[K+].O, predict the reaction product. The product is: [CH2:15]([O:1][C:2]1[CH:3]=[C:4]2[C:9](=[C:10]([N+:12]([O-:14])=[O:13])[CH:11]=1)[N:8]=[CH:7][CH:6]=[CH:5]2)[CH3:16].